The task is: Binary Classification. Given a T-cell receptor sequence (or CDR3 region) and an epitope sequence, predict whether binding occurs between them.. This data is from TCR-epitope binding with 47,182 pairs between 192 epitopes and 23,139 TCRs. (1) The epitope is NLVPMVATV. The TCR CDR3 sequence is CASSWTTGTGGFYNEQFF. Result: 1 (the TCR binds to the epitope). (2) The epitope is VTEHDTLLY. The TCR CDR3 sequence is CASSPGQLLTF. Result: 1 (the TCR binds to the epitope). (3) The epitope is FTISVTTEIL. The TCR CDR3 sequence is CASSLGDSGLSYEQYF. Result: 1 (the TCR binds to the epitope). (4) The epitope is KRWIIMGLNK. The TCR CDR3 sequence is CASAGRTDTQYF. Result: 1 (the TCR binds to the epitope). (5) The epitope is RLRPGGKKK. The TCR CDR3 sequence is CASSSRDYFNYGYTF. Result: 0 (the TCR does not bind to the epitope). (6) The epitope is NLWNTFTRL. The TCR CDR3 sequence is CASSLTAGGNEQFF. Result: 0 (the TCR does not bind to the epitope).